This data is from Full USPTO retrosynthesis dataset with 1.9M reactions from patents (1976-2016). The task is: Predict the reactants needed to synthesize the given product. (1) Given the product [CH2:13]([O:12][C:6]1[N:5]=[C:4]2[C:9]([N:10]=[C:2]([Cl:31])[N:3]2[CH2:17][CH:18]2[O:23][CH2:22][CH2:21][N:20]([CH2:39][C:40]([O:42][CH3:43])=[O:41])[CH2:19]2)=[C:8]([NH2:11])[N:7]=1)[CH2:14][CH2:15][CH3:16], predict the reactants needed to synthesize it. The reactants are: Br[C:2]1[N:3]([CH2:17][CH:18]2[O:23][CH2:22][CH2:21][N:20](C(OC(C)(C)C)=O)[CH2:19]2)[C:4]2[C:9]([N:10]=1)=[C:8]([NH2:11])[N:7]=[C:6]([O:12][CH2:13][CH2:14][CH2:15][CH3:16])[N:5]=2.[ClH:31].O1CCOCC1.Br[CH2:39][C:40]([O:42][CH3:43])=[O:41].C(=O)([O-])[O-].[K+].[K+]. (2) Given the product [C:30]([O:34][C:35]([N:37]1[CH2:42][CH2:41][N:40]([CH2:18][C:13]2[N:14]([CH3:17])[C:15]3[C:11]([N:12]=2)=[C:10]([N:20]2[CH2:21][CH2:22][O:23][CH2:24][CH2:25]2)[N:9]=[C:8]([N:7]2[C:6]4[CH:26]=[CH:27][CH:28]=[CH:29][C:5]=4[N:4]=[C:3]2[CH2:1][CH3:2])[N:16]=3)[CH2:39][C:38]1([CH3:44])[CH3:43])=[O:36])([CH3:33])([CH3:31])[CH3:32], predict the reactants needed to synthesize it. The reactants are: [CH2:1]([C:3]1[N:7]([C:8]2[N:16]=[C:15]3[C:11]([N:12]=[C:13]([CH:18]=O)[N:14]3[CH3:17])=[C:10]([N:20]3[CH2:25][CH2:24][O:23][CH2:22][CH2:21]3)[N:9]=2)[C:6]2[CH:26]=[CH:27][CH:28]=[CH:29][C:5]=2[N:4]=1)[CH3:2].[C:30]([O:34][C:35]([N:37]1[CH2:42][CH2:41][NH:40][CH2:39][C:38]1([CH3:44])[CH3:43])=[O:36])([CH3:33])([CH3:32])[CH3:31].C(O[BH-](OC(=O)C)OC(=O)C)(=O)C.[Na+]. (3) Given the product [CH:59]1[C:71]2[CH:70]([CH2:72][O:73][C:74]([N:76]3[CH2:80][CH2:79][CH:78]([CH:81]([C:82]([O:84][CH3:85])=[O:83])[NH:86][C:20](=[O:21])[C:19]4[CH:18]=[CH:17][C:16]([C:15]#[C:14][C:11]5[CH:12]=[CH:13][C:8]([CH2:7][N:1]6[CH2:6][CH2:5][O:4][CH2:3][CH2:2]6)=[CH:9][CH:10]=5)=[CH:24][CH:23]=4)[CH2:77]3)=[O:75])[C:69]3[C:64](=[CH:65][CH:66]=[CH:67][CH:68]=3)[C:63]=2[CH:62]=[CH:61][CH:60]=1, predict the reactants needed to synthesize it. The reactants are: [N:1]1([CH2:7][C:8]2[CH:13]=[CH:12][C:11]([C:14]#[C:15][C:16]3[CH:24]=[CH:23][C:19]([C:20](O)=[O:21])=[CH:18][CH:17]=3)=[CH:10][CH:9]=2)[CH2:6][CH2:5][O:4][CH2:3][CH2:2]1.Cl.CN(C(ON1N=NC2C=CC=NC1=2)=[N+](C)C)C.F[P-](F)(F)(F)(F)F.CCN(C(C)C)C(C)C.[CH:59]1[C:71]2[CH:70]([CH2:72][O:73][C:74]([N:76]3[CH2:80][CH2:79][CH:78]([CH:81]([NH2:86])[C:82]([O:84][CH3:85])=[O:83])[CH2:77]3)=[O:75])[C:69]3[C:64](=[CH:65][CH:66]=[CH:67][CH:68]=3)[C:63]=2[CH:62]=[CH:61][CH:60]=1.